Task: Predict the reactants needed to synthesize the given product.. Dataset: Full USPTO retrosynthesis dataset with 1.9M reactions from patents (1976-2016) (1) The reactants are: [CH3:1][N:2]([CH3:24])[C:3](=[O:23])[CH2:4][C:5]1[CH:10]=[C:9]([CH2:11][CH3:12])[CH:8]=[CH:7][C:6]=1[NH:13][C:14]1[C:19]([F:20])=[CH:18][C:17]([Cl:21])=[CH:16][C:15]=1Br.[CH3:25]N(C=O)C.C1(C)C=CC=CC=1P(C1C=CC=CC=1C)C1C=CC=CC=1C.C[Sn](C)(C)C. Given the product [CH3:1][N:2]([CH3:24])[C:3](=[O:23])[CH2:4][C:5]1[CH:10]=[C:9]([CH2:11][CH3:12])[CH:8]=[CH:7][C:6]=1[NH:13][C:14]1[C:15]([CH3:25])=[CH:16][C:17]([Cl:21])=[CH:18][C:19]=1[F:20], predict the reactants needed to synthesize it. (2) Given the product [C:7]([NH:8][C:9]1[CH:17]=[CH:16][CH:15]=[CH:14][C:10]=1[C:11](=[O:13])[CH2:27][N+:24]([O-:26])=[O:25])(=[O:12])[C:1]1[CH:6]=[CH:5][CH:4]=[CH:3][CH:2]=1, predict the reactants needed to synthesize it. The reactants are: [C:1]1([C:7]2[O:12][C:11](=[O:13])[C:10]3[CH:14]=[CH:15][CH:16]=[CH:17][C:9]=3[N:8]=2)[CH:6]=[CH:5][CH:4]=[CH:3][CH:2]=1.C(=O)([O-])[O-].[K+].[K+].[N+:24]([CH3:27])([O-:26])=[O:25].Cl.